This data is from Full USPTO retrosynthesis dataset with 1.9M reactions from patents (1976-2016). The task is: Predict the reactants needed to synthesize the given product. (1) Given the product [CH3:3][O:4][CH2:5][CH2:6][O:7][C:9]1[C:10]([NH2:16])=[N:11][CH:12]=[C:13]([Br:15])[N:14]=1, predict the reactants needed to synthesize it. The reactants are: [H-].[Na+].[CH3:3][O:4][CH2:5][CH2:6][OH:7].Br[C:9]1[C:10]([NH2:16])=[N:11][CH:12]=[C:13]([Br:15])[N:14]=1. (2) Given the product [CH3:1][O:2][C:3](=[O:29])/[CH:4]=[CH:5]/[C:6]1[CH:7]=[CH:8][C:9]2[O:26][C:13]3([CH2:18][CH2:17][NH:16][CH2:15][CH2:14]3)[NH:12][C:11](=[O:27])[C:10]=2[CH:28]=1, predict the reactants needed to synthesize it. The reactants are: [CH3:1][O:2][C:3](=[O:29])/[CH:4]=[CH:5]/[C:6]1[CH:7]=[CH:8][C:9]2[O:26][C:13]3([CH2:18][CH2:17][N:16](C(OC(C)(C)C)=O)[CH2:15][CH2:14]3)[NH:12][C:11](=[O:27])[C:10]=2[CH:28]=1.Cl.COC(=O)/C=C/C1C=C2C(=CC=1)OC1(CCN(C(OC(C)(C)C)=O)CC1)CC2=O. (3) Given the product [CH2:1]([O:3][C:4](=[O:5])[CH2:6][CH:7]1[CH2:8][CH2:9][CH:10]([CH2:13][C:14](=[O:16])[N:26]2[CH2:27][CH2:28][N:23]([C:20]3[CH:21]=[CH:22][N:17]=[CH:18][CH:19]=3)[CH2:24][CH2:25]2)[CH2:11][CH2:12]1)[CH3:2], predict the reactants needed to synthesize it. The reactants are: [CH2:1]([O:3][C:4]([CH2:6][CH:7]1[CH2:12][CH2:11][CH:10]([CH2:13][C:14]([OH:16])=O)[CH2:9][CH2:8]1)=[O:5])[CH3:2].[N:17]1[CH:22]=[CH:21][C:20]([N:23]2[CH2:28][CH2:27][NH:26][CH2:25][CH2:24]2)=[CH:19][CH:18]=1.C1(N=C=NC2CCCCC2)CCCCC1. (4) Given the product [CH:39]1([O:38][C:37]([O:45][CH:46]([O:23][C:22]([C:18]2[CH:17]=[C:16]3[C:21](=[CH:20][CH:19]=2)[N:13]([CH2:12][C:9]2[CH:8]=[C:7]([C:5]4[S:6][C:2]([Cl:1])=[CH:3][CH:4]=4)[O:11][N:10]=2)[C:14]([C:25](=[O:36])[NH:26][CH:27]2[CH2:32][CH2:31][N:30]([CH:33]([CH3:34])[CH3:35])[CH2:29][CH2:28]2)=[CH:15]3)=[O:24])[CH3:47])=[O:49])[CH2:44][CH2:43][CH2:42][CH2:41][CH2:40]1, predict the reactants needed to synthesize it. The reactants are: [Cl:1][C:2]1[S:6][C:5]([C:7]2[O:11][N:10]=[C:9]([CH2:12][N:13]3[C:21]4[C:16](=[CH:17][C:18]([C:22]([OH:24])=[O:23])=[CH:19][CH:20]=4)[CH:15]=[C:14]3[C:25](=[O:36])[NH:26][CH:27]3[CH2:32][CH2:31][N:30]([CH:33]([CH3:35])[CH3:34])[CH2:29][CH2:28]3)[CH:8]=2)=[CH:4][CH:3]=1.[C:37](=[O:49])([O:45][CH:46](Cl)[CH3:47])[O:38][CH:39]1[CH2:44][CH2:43][CH2:42][CH2:41][CH2:40]1. (5) Given the product [C:1]([C:3]1[C:4]([CH:14]2[CH2:15][CH2:16][CH2:17]2)=[CH:5][C:6]([CH3:13])=[C:7]([CH:12]=1)[C:8]([O:10][CH3:11])=[O:9])(=[S:19])[NH2:2], predict the reactants needed to synthesize it. The reactants are: [C:1]([C:3]1[C:4]([CH:14]2[CH2:17][CH2:16][CH2:15]2)=[CH:5][C:6]([CH3:13])=[C:7]([CH:12]=1)[C:8]([O:10][CH3:11])=[O:9])#[N:2].P(OCC)(OCC)([S-])=[S:19]. (6) Given the product [CH2:10]([O:17][C:18]1[CH:23]=[CH:22][C:21]([C:6]2[N:7]=[C:2]([Cl:1])[N:3]=[N:4][C:5]=2[CH3:9])=[CH:20][C:19]=1[O:27][CH3:28])[C:11]1[CH:12]=[CH:13][CH:14]=[CH:15][CH:16]=1, predict the reactants needed to synthesize it. The reactants are: [Cl:1][C:2]1[N:3]=[N:4][C:5]([CH3:9])=[C:6](Cl)[N:7]=1.[CH2:10]([O:17][C:18]1[CH:23]=[CH:22][C:21](B(O)O)=[CH:20][C:19]=1[O:27][CH3:28])[C:11]1[CH:16]=[CH:15][CH:14]=[CH:13][CH:12]=1.P([O-])([O-])([O-])=O. (7) Given the product [CH3:20][C:21]1[CH:26]=[CH:25][C:24]([S:27][C:28]2[N:33]=[CH:32][C:31]([CH2:34][N:4]3[CH2:3][CH2:2][N:1]([C:7]4[CH:8]=[CH:9][C:10]5[N:11]([C:13]([C:16]([F:17])([F:18])[F:19])=[N:14][N:15]=5)[N:12]=4)[CH2:6][CH2:5]3)=[CH:30][CH:29]=2)=[CH:23][CH:22]=1, predict the reactants needed to synthesize it. The reactants are: [N:1]1([C:7]2[CH:8]=[CH:9][C:10]3[N:11]([C:13]([C:16]([F:19])([F:18])[F:17])=[N:14][N:15]=3)[N:12]=2)[CH2:6][CH2:5][NH:4][CH2:3][CH2:2]1.[CH3:20][C:21]1[CH:26]=[CH:25][C:24]([S:27][C:28]2[N:33]=[CH:32][C:31]([CH:34]=O)=[CH:30][CH:29]=2)=[CH:23][CH:22]=1.